From a dataset of Full USPTO retrosynthesis dataset with 1.9M reactions from patents (1976-2016). Predict the reactants needed to synthesize the given product. (1) Given the product [N:11]1[CH:12]=[CH:13][CH:14]=[CH:15][C:10]=1[NH:9][C:34]([C:27]1[C:28]2[C:33](=[CH:32][CH:31]=[CH:30][CH:29]=2)[N:25]([CH2:2][C:3]2[CH:8]=[CH:7][CH:6]=[CH:5][CH:4]=2)[CH:26]=1)=[O:36], predict the reactants needed to synthesize it. The reactants are: Br[CH2:2][C:3]1[CH:8]=[CH:7][CH:6]=[CH:5][CH:4]=1.[NH2:9][C:10]1[CH:15]=[CH:14][CH:13]=[CH:12][N:11]=1.N1C2C(=CC=CC=2)C=C1.[NH:25]1[C:33]2[C:28](=[CH:29][CH:30]=[CH:31][CH:32]=2)[C:27]([C:34]([O:36]C)=O)=[CH:26]1. (2) Given the product [CH3:43][C:31]1[N:30]([CH2:29][C:26]2[CH:27]=[CH:28][C:23]([C:18]3[C:17]([C:15]([OH:16])=[O:14])=[CH:22][CH:21]=[CH:20][CH:19]=3)=[CH:24][CH:25]=2)[C:38]2[C:33]([C:32]=1[CH3:42])=[CH:34][C:35]([C:39](=[O:40])[NH:9][C@@H:7]([C:4]1[CH:5]=[CH:6][N:1]=[CH:2][CH:3]=1)[CH3:8])=[CH:36][CH:37]=2, predict the reactants needed to synthesize it. The reactants are: [N:1]1[CH:6]=[CH:5][C:4]([C@H:7]([NH2:9])[CH3:8])=[CH:3][CH:2]=1.C([O:14][C:15]([C:17]1[CH:22]=[CH:21][CH:20]=[CH:19][C:18]=1[C:23]1[CH:28]=[CH:27][C:26]([CH2:29][N:30]2[C:38]3[C:33](=[CH:34][C:35]([C:39](O)=[O:40])=[CH:36][CH:37]=3)[C:32]([CH3:42])=[C:31]2[CH3:43])=[CH:25][CH:24]=1)=[O:16])(C)(C)C. (3) Given the product [CH:33]([O:32][C:30](=[O:31])[NH:21][C:16]1[CH:17]=[C:18]2[C:13](=[CH:14][CH:15]=1)[N:12]=[C:11]([NH:10][C@H:1]1[C:9]3[C:4](=[CH:5][CH:6]=[CH:7][CH:8]=3)[CH2:3][CH2:2]1)[CH:20]=[CH:19]2)([CH3:35])[CH3:34], predict the reactants needed to synthesize it. The reactants are: [C@H:1]1([NH:10][C:11]2[CH:20]=[CH:19][C:18]3[C:13](=[CH:14][CH:15]=[C:16]([NH2:21])[CH:17]=3)[N:12]=2)[C:9]2[C:4](=[CH:5][CH:6]=[CH:7][CH:8]=2)[CH2:3][CH2:2]1.C(N(CC)CC)C.Cl[C:30]([O:32][CH:33]([CH3:35])[CH3:34])=[O:31].